From a dataset of Experimentally validated miRNA-target interactions with 360,000+ pairs, plus equal number of negative samples. Binary Classification. Given a miRNA mature sequence and a target amino acid sequence, predict their likelihood of interaction. (1) The miRNA is hsa-let-7b-5p with sequence UGAGGUAGUAGGUUGUGUGGUU. The protein sequence of the target gene is MAELQQLRVQEAVESMVKSLERENIRKMQGLMFRCSASCCEDSQASMKQVHQCIERCHVPLAQAQALVTSELEKFQDRLARCTMHCNDKAKDSIDAGSKELQVKQQLDSCVTKCVDDHMHLIPTMTKKMKEALLSIGK. Result: 1 (interaction). (2) The miRNA is hsa-miR-663a with sequence AGGCGGGGCGCCGCGGGACCGC. The protein sequence of the target gene is MFQAFPGDYDSGSRCSSSPSAESQYLSSVDSFGSPPTAAASQECAGLGEMPGSFVPTVTAITTSQDLQWLVQPTLISSMAQSQGQPLASQPPVVDPYDMPGTSYSTPGMSGYSSGGASGSGGPSTSGTTSGPGPARPARARPRRPREETLTPEEEEKRRVRRERNKLAAAKCRNRRRELTDRLQAETDQLEEEKAELESEIAELQKEKERLEFVLVAHKPGCKIPYEEGPGPGPLAEVRDLPGSAPAKEDGFSWLLPPPPPPPLPFQTSQDAPPNLTASLFTHSEVQVLGDPFPVVNPSY.... Result: 1 (interaction). (3) The miRNA is hsa-miR-4307 with sequence AAUGUUUUUUCCUGUUUCC. The protein sequence of the target gene is MTKLAQWLWGLAILGSTWVALTTGALGLELPLSCQEVLWPLPAYLLVSAGCYALGTVGYRVATFHDCEDAARELQSQIQEARADLARRGLRF. Result: 0 (no interaction).